Task: Predict the product of the given reaction.. Dataset: Forward reaction prediction with 1.9M reactions from USPTO patents (1976-2016) The product is: [ClH:71].[ClH:71].[NH2:41][C@@H:38]1[CH2:39][CH2:40][N:36]([C:29]([C:28]2[CH:32]=[CH:33][C:25]([NH:24][C:22]3[CH:21]=[N:20][CH:19]=[C:18]([C:9]4[NH:8][C:16]5[C:11]([CH:10]=4)=[CH:12][C:13]([F:17])=[CH:14][CH:15]=5)[N:23]=3)=[C:26]([O:34][CH3:35])[CH:27]=2)=[O:31])[CH2:37]1. Given the reactants C(OC([N:8]1[C:16]2[C:11](=[CH:12][C:13]([F:17])=[CH:14][CH:15]=2)[CH:10]=[C:9]1[C:18]1[N:23]=[C:22]([NH:24][C:25]2[CH:33]=[CH:32][C:28]([C:29]([OH:31])=O)=[CH:27][C:26]=2[O:34][CH3:35])[CH:21]=[N:20][CH:19]=1)=O)(C)(C)C.[NH:36]1[CH2:40][CH2:39][C@@H:38]([NH:41]C(=O)OC(C)(C)C)[CH2:37]1.CN(C(ON1N=NC2C=CC=CC1=2)=[N+](C)C)C.[B-](F)(F)(F)F.[ClH:71].CCOCC, predict the reaction product.